This data is from Full USPTO retrosynthesis dataset with 1.9M reactions from patents (1976-2016). The task is: Predict the reactants needed to synthesize the given product. (1) Given the product [CH3:21][C:20]1([CH3:22])[O:17][C@@H:14]([CH2:13][CH2:12][C:10]2[NH:9][N:8]=[C:7]([C:1]3[CH:2]=[CH:3][CH:4]=[CH:5][CH:6]=3)[CH:11]=2)[CH2:15][O:16]1, predict the reactants needed to synthesize it. The reactants are: [C:1]1([C:7]2[CH:11]=[C:10]([CH2:12][CH2:13][C@H:14]([OH:17])[CH2:15][OH:16])[NH:9][N:8]=2)[CH:6]=[CH:5][CH:4]=[CH:3][CH:2]=1.CO[C:20](OC)([CH3:22])[CH3:21].C1(C)C=CC(S(O)(=O)=O)=CC=1. (2) Given the product [C:1]([C:5]1[CH:6]=[CH:7][C:8]([OH:11])=[C:9]([Cl:19])[CH:10]=1)([CH3:4])([CH3:2])[CH3:3], predict the reactants needed to synthesize it. The reactants are: [C:1]([C:5]1[CH:10]=[CH:9][C:8]([OH:11])=[CH:7][CH:6]=1)([CH3:4])([CH3:3])[CH3:2].C1C(=O)N([Cl:19])C(=O)C1.